This data is from Peptide-MHC class I binding affinity with 185,985 pairs from IEDB/IMGT. The task is: Regression. Given a peptide amino acid sequence and an MHC pseudo amino acid sequence, predict their binding affinity value. This is MHC class I binding data. (1) The peptide sequence is YLKKGRLSL. The MHC is HLA-B48:01 with pseudo-sequence HLA-B48:01. The binding affinity (normalized) is 0.0847. (2) The peptide sequence is MSPSYVKYRYL. The MHC is Mamu-A01 with pseudo-sequence Mamu-A01. The binding affinity (normalized) is 0.900. (3) The peptide sequence is LWILDRLFFK. The MHC is HLA-A33:01 with pseudo-sequence HLA-A33:01. The binding affinity (normalized) is 0.325. (4) The peptide sequence is EELSLMYETL. The MHC is HLA-B18:01 with pseudo-sequence HLA-B18:01. The binding affinity (normalized) is 0.278. (5) The peptide sequence is AELRHLNPL. The MHC is HLA-B40:01 with pseudo-sequence HLA-B40:01. The binding affinity (normalized) is 0.649. (6) The binding affinity (normalized) is 0.0847. The peptide sequence is VAAKGAPAL. The MHC is HLA-A02:01 with pseudo-sequence HLA-A02:01. (7) The peptide sequence is KTTYWWDGL. The MHC is HLA-B15:09 with pseudo-sequence HLA-B15:09. The binding affinity (normalized) is 0.0847. (8) The peptide sequence is MTAASYARY. The MHC is HLA-A66:01 with pseudo-sequence HLA-A66:01. The binding affinity (normalized) is 0.750. (9) The peptide sequence is SAYIIRVTT. The MHC is HLA-A02:06 with pseudo-sequence HLA-A02:06. The binding affinity (normalized) is 0.131. (10) The peptide sequence is RVAAVKAPR. The MHC is HLA-A02:03 with pseudo-sequence HLA-A02:03. The binding affinity (normalized) is 0.